This data is from Peptide-MHC class I binding affinity with 185,985 pairs from IEDB/IMGT. The task is: Regression. Given a peptide amino acid sequence and an MHC pseudo amino acid sequence, predict their binding affinity value. This is MHC class I binding data. (1) The peptide sequence is IFEDQLLPF. The MHC is H-2-Kb with pseudo-sequence H-2-Kb. The binding affinity (normalized) is 0.110. (2) The peptide sequence is HQFTSNPEV. The MHC is HLA-A26:01 with pseudo-sequence HLA-A26:01. The binding affinity (normalized) is 0.0847. (3) The peptide sequence is YSDNEMLTH. The MHC is HLA-A02:19 with pseudo-sequence HLA-A02:19. The binding affinity (normalized) is 0.0847. (4) The peptide sequence is LPRPDTRHL. The MHC is H-2-Kb with pseudo-sequence H-2-Kb. The binding affinity (normalized) is 0. (5) The peptide sequence is ERYLKDQQL. The MHC is HLA-B15:01 with pseudo-sequence HLA-B15:01. The binding affinity (normalized) is 0. (6) The binding affinity (normalized) is 0. The peptide sequence is RTPYRSLIRF. The MHC is HLA-A02:01 with pseudo-sequence HLA-A02:01. (7) The binding affinity (normalized) is 0. The MHC is Mamu-B03 with pseudo-sequence Mamu-B03. The peptide sequence is VGKFAKIKNT.